Dataset: Forward reaction prediction with 1.9M reactions from USPTO patents (1976-2016). Task: Predict the product of the given reaction. (1) The product is: [C:1]1([S:7][C:8]2[CH:13]=[CH:12][C:11]([O:14][CH2:16][CH2:17][CH2:18][CH2:19][CH2:20][CH3:21])=[CH:10][CH:9]=2)[CH:2]=[CH:3][CH:4]=[CH:5][CH:6]=1. Given the reactants [C:1]1([S:7][C:8]2[CH:13]=[CH:12][C:11]([OH:14])=[CH:10][CH:9]=2)[CH:6]=[CH:5][CH:4]=[CH:3][CH:2]=1.Br[CH2:16][CH2:17][CH2:18][CH2:19][CH2:20][CH3:21].C(=O)([O-])[O-].[K+].[K+].CN(C=O)C, predict the reaction product. (2) Given the reactants [CH2:1]([O:8][C:9](=[O:27])[NH:10][C@@H:11]([C@@H:13]([OH:26])[CH2:14][O:15][Si:16]([CH:23]([CH3:25])[CH3:24])([CH:20]([CH3:22])[CH3:21])[CH:17]([CH3:19])[CH3:18])[CH3:12])[C:2]1[CH:7]=[CH:6][CH:5]=[CH:4][CH:3]=1.[N+:28]([C:31]1[CH:39]=[CH:38][C:34]([C:35](O)=[O:36])=[CH:33][CH:32]=1)([O-:30])=[O:29].C1(P(C2C=CC=CC=2)C2C=CC=CC=2)C=CC=CC=1.N(C(OCC)=O)=NC(OCC)=O, predict the reaction product. The product is: [N+:28]([C:31]1[CH:32]=[CH:33][C:34]([C:35]([O:26][C@H:13]([CH2:14][O:15][Si:16]([CH:20]([CH3:22])[CH3:21])([CH:23]([CH3:25])[CH3:24])[CH:17]([CH3:19])[CH3:18])[C@@H:11]([CH3:12])[NH:10][C:9](=[O:27])[O:8][CH2:1][C:2]2[CH:3]=[CH:4][CH:5]=[CH:6][CH:7]=2)=[O:36])=[CH:38][CH:39]=1)([O-:30])=[O:29]. (3) Given the reactants [CH3:1][O:2][C:3]1[CH:21]=[CH:20][CH:19]=[CH:18][C:4]=1[CH2:5][NH:6][CH2:7][C:8]1[CH:13]=[CH:12][C:11]([N+:14]([O-:16])=[O:15])=[CH:10][C:9]=1[NH2:17].[N:22]#[C:23]Br, predict the reaction product. The product is: [CH3:1][O:2][C:3]1[CH:21]=[CH:20][CH:19]=[CH:18][C:4]=1[CH2:5][N:6]1[CH2:7][C:8]2[C:9](=[CH:10][C:11]([N+:14]([O-:16])=[O:15])=[CH:12][CH:13]=2)[N:17]=[C:23]1[NH2:22]. (4) Given the reactants [CH2:1]([C:5]1[C:9]([C:10](O)=[O:11])=[CH:8][O:7][N:6]=1)[CH2:2][CH2:3][CH3:4].C(N(CC)CC)C.C(OC(Cl)=O)C.[BH4-].[Na+], predict the reaction product. The product is: [CH2:1]([C:5]1[C:9]([CH2:10][OH:11])=[CH:8][O:7][N:6]=1)[CH2:2][CH2:3][CH3:4]. (5) Given the reactants [NH2:1][CH2:2][CH2:3][C:4]1[O:5][C:6]2[C:12]([CH2:13][O:14][C:15]3[CH:20]=[CH:19][C:18]([CH2:21][CH2:22][C:23]([O:25][CH2:26][CH3:27])=[O:24])=[C:17]([CH3:28])[C:16]=3[CH3:29])=[CH:11][C:10]([F:30])=[CH:9][C:7]=2[CH:8]=1.C(N(CC)CC)C.[C:38](Cl)(=[O:40])[CH3:39], predict the reaction product. The product is: [C:38]([NH:1][CH2:2][CH2:3][C:4]1[O:5][C:6]2[C:12]([CH2:13][O:14][C:15]3[CH:20]=[CH:19][C:18]([CH2:21][CH2:22][C:23]([O:25][CH2:26][CH3:27])=[O:24])=[C:17]([CH3:28])[C:16]=3[CH3:29])=[CH:11][C:10]([F:30])=[CH:9][C:7]=2[CH:8]=1)(=[O:40])[CH3:39].